From a dataset of Forward reaction prediction with 1.9M reactions from USPTO patents (1976-2016). Predict the product of the given reaction. (1) Given the reactants [CH:1]1([CH2:4][NH:5][CH2:6][CH2:7][CH3:8])[CH2:3][CH2:2]1.CS(O[CH2:14][CH2:15][N:16]1[C:24]2[C:19](=[CH:20][C:21]([C:25]#[C:26][C:27]3[CH:32]=[CH:31][C:30]([C:33]4[CH:38]=[CH:37][C:36]([Cl:39])=[CH:35][CH:34]=4)=[CH:29][N:28]=3)=[CH:22][CH:23]=2)[CH:18]=[CH:17]1)(=O)=O, predict the reaction product. The product is: [Cl:39][C:36]1[CH:35]=[CH:34][C:33]([C:30]2[CH:31]=[CH:32][C:27]([C:26]#[C:25][C:21]3[CH:20]=[C:19]4[C:24](=[CH:23][CH:22]=3)[N:16]([CH2:15][CH2:14][N:5]([CH2:4][CH:1]3[CH2:3][CH2:2]3)[CH2:6][CH2:7][CH3:8])[CH:17]=[CH:18]4)=[N:28][CH:29]=2)=[CH:38][CH:37]=1. (2) Given the reactants C(O[C:4]([C:6]1[NH:7][N:8]=[C:9]([CH2:11][O:12][C:13]2[CH:18]=[CH:17][CH:16]=[CH:15][CH:14]=2)[CH:10]=1)=O)C.C(OC(=O)[NH:25][CH2:26][CH:27](O)[CH3:28])(C)(C)C.C(OC(C1N(CC(NC(OC(C)(C)C)=O)C)N=C(COC2C=CC=CC=2)C=1)=O)C.CC1CN2N=C(COC3C=CC=CC=3)C=C2C(=O)N1.CC1CN2N=C(COC3C=CC=CC=3)C=C2CN1, predict the reaction product. The product is: [CH3:28][CH:27]1[N:7]2[N:8]=[C:9]([CH2:11][O:12][C:13]3[CH:14]=[CH:15][CH:16]=[CH:17][CH:18]=3)[CH:10]=[C:6]2[CH2:4][NH:25][CH2:26]1. (3) Given the reactants [N+:1]([C:4]1[CH:5]=[C:6]([C:12]2[O:13][C:14]3[CH:20]=[CH:19][C:18](Br)=[CH:17][C:15]=3[N:16]=2)[CH:7]=[CH:8][C:9]=1[O:10][CH3:11])([O-:3])=[O:2].[Cl:22][C:23]1[C:28]([Cl:29])=[CH:27][CH:26]=[CH:25][C:24]=1B(O)O, predict the reaction product. The product is: [N+:1]([C:4]1[CH:5]=[C:6]([C:12]2[O:13][C:14]3[CH:20]=[CH:19][C:18]([C:27]4[CH:26]=[CH:25][CH:24]=[C:23]([Cl:22])[C:28]=4[Cl:29])=[CH:17][C:15]=3[N:16]=2)[CH:7]=[CH:8][C:9]=1[O:10][CH3:11])([O-:3])=[O:2]. (4) The product is: [N:1]1([C:9]([O:11][C:12]([CH3:15])([CH3:14])[CH3:13])=[O:10])[CH2:8][CH2:7][CH2:6][C@H:2]1[C:3]([NH:25][CH2:24][CH2:23][CH2:22][C:16]1[CH:21]=[CH:20][CH:19]=[CH:18][CH:17]=1)=[O:5]. Given the reactants [N:1]1([C:9]([O:11][C:12]([CH3:15])([CH3:14])[CH3:13])=[O:10])[CH2:8][CH2:7][CH2:6][C@H:2]1[C:3]([OH:5])=O.[C:16]1([CH2:22][CH2:23][CH2:24][NH2:25])[CH:21]=[CH:20][CH:19]=[CH:18][CH:17]=1.F[P-](F)(F)(F)(F)F.N1(O[P+](N(C)C)(N(C)C)N(C)C)C2C=CC=CC=2N=N1.CCN(C(C)C)C(C)C, predict the reaction product. (5) Given the reactants [OH:1][C@H:2]([C:18]1[CH:23]=[CH:22][CH:21]=[CH:20][CH:19]=1)[CH2:3][CH2:4][CH2:5][CH2:6][N:7]1[C:15](=[O:16])[C:14]2[C:9](=[CH:10][CH:11]=[CH:12][CH:13]=2)[C:8]1=[O:17].[F:24][C:25]([F:35])([F:34])[O:26][C:27]1[CH:32]=[CH:31][C:30](O)=[CH:29][CH:28]=1.C1(P(C2C=CC=CC=2)C2C=CC=CC=2)C=CC=CC=1.N(C(OC(C)C)=O)=NC(OC(C)C)=O.C1(C)C=CC=CC=1, predict the reaction product. The product is: [C:18]1([C@H:2]([O:1][C:30]2[CH:29]=[CH:28][C:27]([O:26][C:25]([F:24])([F:34])[F:35])=[CH:32][CH:31]=2)[CH2:3][CH2:4][CH2:5][CH2:6][N:7]2[C:8](=[O:17])[C:9]3[C:14](=[CH:13][CH:12]=[CH:11][CH:10]=3)[C:15]2=[O:16])[CH:23]=[CH:22][CH:21]=[CH:20][CH:19]=1.